Dataset: Reaction yield outcomes from USPTO patents with 853,638 reactions. Task: Predict the reaction yield, written as a fraction of the theoretical maximum amount of product (1.0 means a 100% yield; for example, 0.34 means a 34% yield). (1) The product is [Br:9][C:10]1[CH:11]=[CH:12][C:13]([C:16]2[C:17](=[O:19])[C:8]3[C:1](=[CH:3][C:4]([OH:5])=[CH:6][CH:7]=3)[O:2][CH:26]=2)=[CH:14][CH:15]=1. The yield is 0.578. The reactants are [C:1]1([CH:8]=[CH:7][CH:6]=[C:4]([OH:5])[CH:3]=1)[OH:2].[Br:9][C:10]1[CH:15]=[CH:14][C:13]([CH2:16][C:17]([OH:19])=O)=[CH:12][CH:11]=1.P(Cl)(Cl)(Cl)(Cl)Cl.[CH3:26]N(C=O)C. No catalyst specified. (2) The catalyst is C1COCC1. The yield is 0.700. The product is [Br:3][C:4]1[CH:5]=[C:6]([C:10]2[C:14]3[CH2:15][C:16]4[S:17][CH:18]=[CH:19][C:20]=4[C:13]=3[N:12]([CH2:28][O:27][CH2:26][CH2:25][Si:22]([CH3:24])([CH3:23])[CH3:21])[N:11]=2)[CH:7]=[CH:8][CH:9]=1. The reactants are [H-].[Na+].[Br:3][C:4]1[CH:5]=[C:6]([C:10]2[C:14]3[CH2:15][C:16]4[S:17][CH:18]=[CH:19][C:20]=4[C:13]=3[NH:12][N:11]=2)[CH:7]=[CH:8][CH:9]=1.[CH3:21][Si:22]([CH2:25][CH2:26][O:27][CH2:28]Cl)([CH3:24])[CH3:23]. (3) The product is [NH2:23][C:14]1[C:13]([N:26]2[CH2:27][CH2:28][O:29][CH2:30][CH2:31]2)=[N:12][C:11]([CH:10]=[CH:9][C:6]2[CH:5]=[CH:4][C:3]([O:2][CH3:1])=[CH:8][CH:7]=2)=[N:16][C:15]=1[N:17]1[CH2:22][CH2:21][O:20][CH2:19][CH2:18]1. The catalyst is C(#N)C.O.[Zn]. The yield is 0.750. The reactants are [CH3:1][O:2][C:3]1[CH:8]=[CH:7][C:6]([CH:9]=[CH:10][C:11]2[N:16]=[C:15]([N:17]3[CH2:22][CH2:21][O:20][CH2:19][CH2:18]3)[C:14]([N+:23]([O-])=O)=[C:13]([N:26]3[CH2:31][CH2:30][O:29][CH2:28][CH2:27]3)[N:12]=2)=[CH:5][CH:4]=1.[Cl-].[Ca+2].[Cl-]. (4) The reactants are [CH2:1]([O:3][C:4](=[O:28])[CH2:5][N:6]1[C:14]2[C:9](=[C:10]([Br:15])[CH:11]=[CH:12][CH:13]=2)[C:8]([C:18]2[CH:23]=[C:22]([F:24])[C:21]([F:25])=[CH:20][C:19]=2[OH:26])([CH2:16]O)[C:7]1=[O:27])[CH3:2].C1(CCN2C3C(=CC=CC=3)C(C3C(O)=CC4OCOC=4C=3)(CO)C2=O)CC1. No catalyst specified. The product is [CH2:1]([O:3][C:4](=[O:28])[CH2:5][N:6]1[C:14]2[C:9](=[C:10]([Br:15])[CH:11]=[CH:12][CH:13]=2)[C:8]2([C:18]3[CH:23]=[C:22]([F:24])[C:21]([F:25])=[CH:20][C:19]=3[O:26][CH2:16]2)[C:7]1=[O:27])[CH3:2]. The yield is 0.810. (5) The reactants are [H-].[Na+].[CH:3]1[C:12]2[C:7](=[CH:8][CH:9]=[CH:10][CH:11]=2)[CH:6]=[CH:5][C:4]=1[S:13]([N:16]1[CH2:21][CH2:20][NH:19][CH2:18][CH2:17]1)(=[O:15])=[O:14].CS([C:26]1[N:31]=[CH:30][C:29]([C:32]([O:34][CH2:35][CH3:36])=[O:33])=[CH:28][N:27]=1)(=O)=O.O. The catalyst is C1COCC1. The product is [CH:3]1[C:12]2[C:7](=[CH:8][CH:9]=[CH:10][CH:11]=2)[CH:6]=[CH:5][C:4]=1[S:13]([N:16]1[CH2:21][CH2:20][N:19]([C:26]2[N:27]=[CH:28][C:29]([C:32]([O:34][CH2:35][CH3:36])=[O:33])=[CH:30][N:31]=2)[CH2:18][CH2:17]1)(=[O:15])=[O:14]. The yield is 0.840.